From a dataset of Forward reaction prediction with 1.9M reactions from USPTO patents (1976-2016). Predict the product of the given reaction. (1) The product is: [C:8]([O:7][C:1]([N:17]1[C:54]2[CH:53]=[CH:52][C:47]([N:37]([S:39]([CH3:42])(=[O:41])=[O:40])[CH3:35])=[CH:46][C:45]=2[S:55](=[O:58])(=[O:57])[CH:19]=[C:18]1[CH2:63][C:62]([O:65][CH2:66][CH3:67])=[O:64])=[O:12])([CH3:9])([CH3:10])[CH3:11]. Given the reactants [C:1](=[O:12])([O:7][C:8]([CH3:11])([CH3:10])[CH3:9])OC(C)(C)C.CN(C1C=C[CH:19]=[CH:18][N:17]=1)C.C(OC(=O)CC1NC2C=C[C:35]([N:37]([S:39]([CH3:42])(=[O:41])=[O:40])C)=CC=2SC=1)C.Cl[C:45]1[CH:46]=[C:47]([CH:52]=[CH:53][CH:54]=1)C(OO)=O.[S:55]([O-])([O-:58])(=[O:57])=S.[Na+].[Na+].[C:62]([O:65][CH2:66][CH3:67])(=[O:64])[CH3:63], predict the reaction product. (2) The product is: [CH3:26][N:27]([CH3:34])[CH2:28]/[CH:29]=[CH:30]/[C:31]([N:21]1[CH2:20][CH2:19][C:18]2[C:11]3[C:10]([NH:9][C:8]4[C:3]([F:2])=[CH:4][C:5]([CH3:24])=[C:6]([OH:23])[CH:7]=4)=[N:15][CH:14]=[N:13][C:12]=3[S:16][C:17]=2[CH2:22]1)=[O:32]. Given the reactants Cl.[F:2][C:3]1[C:8]([NH:9][C:10]2[C:11]3[C:18]4[CH2:19][CH2:20][NH:21][CH2:22][C:17]=4[S:16][C:12]=3[N:13]=[CH:14][N:15]=2)=[CH:7][C:6]([OH:23])=[C:5]([CH3:24])[CH:4]=1.Cl.[CH3:26][N:27]([CH3:34])[CH2:28]/[CH:29]=[CH:30]/[C:31](O)=[O:32], predict the reaction product. (3) Given the reactants [CH2:1]([S:3][CH2:4][N:5]1[C:14]2[C:9](=[CH:10][CH:11]=[CH:12][N:13]=2)[CH:8]=[C:7]([C:15]([O:17]C2CCCC(=O)C=2)=O)[C:6]1=[O:25])[CH3:2].C(N(CC)CC)C.C[C:34]([CH3:38])([OH:37])[C:35]#N.[C:39](O)(=O)[CH2:40][C:41](CC(O)=O)(C(O)=O)[OH:42], predict the reaction product. The product is: [CH2:1]([S:3][CH2:4][N:5]1[C:14]2[C:9](=[CH:10][CH:11]=[CH:12][N:13]=2)[CH:8]=[C:7]([C:15]([C:35]2[C:41](=[O:42])[CH2:40][CH2:39][CH2:38][C:34]=2[OH:37])=[O:17])[C:6]1=[O:25])[CH3:2]. (4) Given the reactants [Cl:1][C:2]1[CH:7]=[CH:6][C:5]([C@@:8]2([OH:33])[CH2:13][CH2:12][N:11]([C:14]([C@@H:16]([CH:28]([CH3:30])[CH3:29])[CH2:17][NH:18]C(=O)OCC[Si](C)(C)C)=[O:15])[CH2:10][C:9]2([CH3:32])[CH3:31])=[CH:4][CH:3]=1.ClC1C=CC(C(NC(C(C)C)CC(N2CC[C@@](C3C=CC(Cl)=CC=3)(O)C(C)(C)C2)=O)=O)=CC=1.CCCC[N+](CCCC)(CCCC)CCCC.[F-].CCOC(C)=O, predict the reaction product. The product is: [NH2:18][CH2:17][C@H:16]([CH:28]([CH3:30])[CH3:29])[C:14]([N:11]1[CH2:12][CH2:13][C@@:8]([C:5]2[CH:4]=[CH:3][C:2]([Cl:1])=[CH:7][CH:6]=2)([OH:33])[C:9]([CH3:31])([CH3:32])[CH2:10]1)=[O:15].